From a dataset of Forward reaction prediction with 1.9M reactions from USPTO patents (1976-2016). Predict the product of the given reaction. (1) Given the reactants [Cl:1][C:2]1[N:10]=[C:9]2[C:5]([N:6]=[CH:7][N:8]2[CH:11]2[CH2:16][CH2:15][CH2:14][CH2:13][O:12]2)=[C:4]([N:17]2[CH2:22][CH2:21][O:20][CH2:19][CH2:18]2)[N:3]=1.[Li]CCCC.CN(OC)[C:30](=[O:32])[CH3:31].Cl, predict the reaction product. The product is: [Cl:1][C:2]1[N:10]=[C:9]2[C:5]([N:6]=[C:7]([C:30](=[O:32])[CH3:31])[N:8]2[CH:11]2[CH2:16][CH2:15][CH2:14][CH2:13][O:12]2)=[C:4]([N:17]2[CH2:22][CH2:21][O:20][CH2:19][CH2:18]2)[N:3]=1. (2) Given the reactants [CH:1](=[O:10])[CH:2]=[CH:3][C:4]1[CH:9]=[CH:8][CH:7]=[CH:6][CH:5]=1.C(=O)C1C(=CC=CC=1)O.CN(C)C(N(C)C)=N, predict the reaction product. The product is: [O:10]1[C:9]2[C:4](=[CH:5][CH:6]=[CH:7][CH:8]=2)[CH:3]=[CH:2][CH2:1]1.